Dataset: Peptide-MHC class I binding affinity with 185,985 pairs from IEDB/IMGT. Task: Regression. Given a peptide amino acid sequence and an MHC pseudo amino acid sequence, predict their binding affinity value. This is MHC class I binding data. (1) The peptide sequence is GLPVEYLQVPS. The MHC is HLA-B37:01 with pseudo-sequence YHSTYREISTNTYEDTLYIRSNFYTWAVDAYTWY. The binding affinity (normalized) is 0. (2) The peptide sequence is QLAKRSEIL. The MHC is HLA-B46:01 with pseudo-sequence HLA-B46:01. The binding affinity (normalized) is 0.0847.